This data is from Forward reaction prediction with 1.9M reactions from USPTO patents (1976-2016). The task is: Predict the product of the given reaction. (1) Given the reactants C(Cl)(=O)C(Cl)=O.[CH3:7][O:8][C:9]1[CH:14]=[CH:13][C:12]([CH:15]=[CH:16][C:17]([OH:19])=O)=[CH:11][CH:10]=1.[NH3:20], predict the reaction product. The product is: [CH3:7][O:8][C:9]1[CH:14]=[CH:13][C:12]([CH:15]=[CH:16][C:17]([NH2:20])=[O:19])=[CH:11][CH:10]=1. (2) The product is: [CH:1]1([C:4]2[CH:9]=[CH:8][N:7]=[C:6]([NH:10][C:11]3[N:16]=[C:15]([C:17]4[S:21][C:20]([C:22]([C@H:26]5[CH2:27][CH2:28][C@H:29]([C:32]([OH:34])=[O:33])[CH2:30][CH2:31]5)([OH:25])[CH2:23][CH3:24])=[N:19][CH:18]=4)[CH:14]=[C:13]([CH3:36])[CH:12]=3)[CH:5]=2)[CH2:2][CH2:3]1. Given the reactants [CH:1]1([C:4]2[CH:9]=[CH:8][N:7]=[C:6]([NH:10][C:11]3[N:16]=[C:15]([C:17]4[S:21][C:20]([C:22]([C@H:26]5[CH2:31][CH2:30][C@H:29]([C:32]([O:34]C)=[O:33])[CH2:28][CH2:27]5)([OH:25])[CH2:23][CH3:24])=[N:19][CH:18]=4)[CH:14]=[C:13]([CH3:36])[CH:12]=3)[CH:5]=2)[CH2:3][CH2:2]1.[OH-].[K+].CO.Cl, predict the reaction product.